Dataset: Forward reaction prediction with 1.9M reactions from USPTO patents (1976-2016). Task: Predict the product of the given reaction. (1) Given the reactants [Br:1][CH2:2][CH2:3][CH2:4][CH2:5][CH2:6][CH2:7][CH2:8][CH2:9][CH2:10][CH2:11][CH2:12]Br.[CH:14]1[C:23]2[C:18](=[CH:19][CH:20]=[CH:21][CH:22]=2)[CH:17]=[CH:16][N:15]=1, predict the reaction product. The product is: [Br-:1].[Br-:1].[CH2:2]([N+:15]1[CH:16]=[CH:17][C:18]2[C:23](=[CH:22][CH:21]=[CH:20][CH:19]=2)[CH:14]=1)[CH2:3][CH2:4][CH2:5][CH2:6][CH2:7][CH2:8][CH2:9][CH2:10][CH2:11][CH2:12][N+:15]1[CH:16]=[CH:17][C:18]2[C:23](=[CH:22][CH:21]=[CH:20][CH:19]=2)[CH:14]=1. (2) Given the reactants [N:1]1[C:5]2[CH:6]=[CH:7][C:8]([C:10]([OH:12])=O)=[CH:9][C:4]=2[NH:3][CH:2]=1.[C:13]([N:20]1[CH2:25][CH2:24][NH:23][CH2:22][CH2:21]1)([O:15][C:16]([CH3:19])([CH3:18])[CH3:17])=[O:14].CCN(C(C)C)C(C)C.C(N=C=NCCCN(C)C)C, predict the reaction product. The product is: [C:16]([O:15][C:13]([N:20]1[CH2:25][CH2:24][N:23]([C:10]([C:8]2[CH:7]=[CH:6][C:5]3[NH:1][CH:2]=[N:3][C:4]=3[CH:9]=2)=[O:12])[CH2:22][CH2:21]1)=[O:14])([CH3:19])([CH3:17])[CH3:18].